From a dataset of Full USPTO retrosynthesis dataset with 1.9M reactions from patents (1976-2016). Predict the reactants needed to synthesize the given product. (1) Given the product [CH3:28][C:25]1[S:26][CH:27]=[C:23]([NH:22][C:9]2[N:10]=[CH:11][C:2]([C:15]3[CH:14]=[N:13][CH:18]=[CH:17][CH:16]=3)=[C:3]3[C:8]=2[N:7]=[CH:6][CH:5]=[CH:4]3)[N:24]=1, predict the reactants needed to synthesize it. The reactants are: Br[C:2]1[CH:11]=[N:10][C:9](Cl)=[C:8]2[C:3]=1[CH:4]=[CH:5][CH:6]=[N:7]2.[N:13]1[CH:18]=[C:17](B(O)O)[CH:16]=[CH:15][CH:14]=1.[NH2:22][C:23]1[N:24]=[C:25]([CH3:28])[S:26][CH:27]=1. (2) Given the product [NH:2]1[C:10]2[C:5](=[CH:6][CH:7]=[CH:8][CH:9]=2)[C:4](/[CH:11]=[CH:31]/[C:33]2[CH:42]=[CH:41][C:36]([C:37]([O:39][CH3:40])=[O:38])=[CH:35][CH:34]=2)=[N:3]1, predict the reactants needed to synthesize it. The reactants are: [I-].[NH:2]1[C:10]2[C:5](=[CH:6][CH:7]=[CH:8][CH:9]=2)[C:4]([CH2:11][P+](C2C=CC=CC=2)(C2C=CC=CC=2)C2C=CC=CC=2)=[N:3]1.[CH:31]([C:33]1[CH:42]=[CH:41][C:36]([C:37]([O:39][CH3:40])=[O:38])=[CH:35][CH:34]=1)=O.C(=O)([O-])[O-].[K+].[K+].O. (3) The reactants are: [CH3:1][C@@H:2]1[O:7][C:6]2[N:8]=[CH:9][C:10]([NH:12][C:13](=[O:19])[O:14][C:15]([CH3:18])([CH3:17])[CH3:16])=[CH:11][C:5]=2[NH:4][C:3]1=O.[H-].[Al+3].[Li+].[H-].[H-].[H-]. Given the product [CH3:1][C@@H:2]1[O:7][C:6]2[N:8]=[CH:9][C:10]([NH:12][C:13](=[O:19])[O:14][C:15]([CH3:18])([CH3:17])[CH3:16])=[CH:11][C:5]=2[NH:4][CH2:3]1, predict the reactants needed to synthesize it. (4) Given the product [Br:1][C:2]1[CH:3]=[C:4]([CH:5]=[CH:6][CH:7]=1)[O:8][CH2:11][CH2:12][N:13]([CH3:15])[CH3:14], predict the reactants needed to synthesize it. The reactants are: [Br:1][C:2]1[CH:3]=[C:4]([OH:8])[CH:5]=[CH:6][CH:7]=1.Cl.Cl[CH2:11][CH2:12][N:13]([CH3:15])[CH3:14].C([O-])([O-])=O.[Cs+].[Cs+].O. (5) Given the product [NH:1]1[C:5]([CH2:6][C:7]([N:9]2[CH2:13][C@H:12]([NH:14][CH2:32][C:33]3[CH:38]=[CH:37][CH:36]=[CH:35][CH:34]=3)[CH2:11][C@H:10]2[C:15]([NH:17][C:18]2[CH:19]=[CH:20][C:21]([O:24][C:25]3[CH:26]=[CH:27][C:28]([F:31])=[CH:29][CH:30]=3)=[CH:22][CH:23]=2)=[O:16])=[O:8])=[CH:4][N:3]=[CH:2]1, predict the reactants needed to synthesize it. The reactants are: [NH:1]1[C:5]([CH2:6][C:7]([N:9]2[CH2:13][C@H:12]([NH2:14])[CH2:11][C@H:10]2[C:15]([NH:17][C:18]2[CH:23]=[CH:22][C:21]([O:24][C:25]3[CH:30]=[CH:29][C:28]([F:31])=[CH:27][CH:26]=3)=[CH:20][CH:19]=2)=[O:16])=[O:8])=[CH:4][N:3]=[CH:2]1.[CH:32](=O)[C:33]1[CH:38]=[CH:37][CH:36]=[CH:35][CH:34]=1.C(O)(=O)C.C(O[BH-](OC(=O)C)OC(=O)C)(=O)C.[Na+]. (6) Given the product [ClH:69].[NH2:8][CH2:9][C@H:10]1[CH2:15][CH2:14][C@H:13]([C:16]([NH:18][C@@H:19]([CH2:43][C:44]2[CH:45]=[CH:46][C:47]([C:50]3[CH:55]=[CH:54][C:53]([C:56](=[O:67])[NH:57][CH:58]4[CH2:63][CH2:62][CH:61]([N:64]([CH3:66])[CH3:65])[CH2:60][CH2:59]4)=[CH:52][C:51]=3[CH3:68])=[CH:48][CH:49]=2)[C:20]([NH:22][C:23]2[CH:24]=[CH:25][C:26]([C:29]3[NH:33][N:32]=[C:31]([C:34]([F:41])([F:42])[C:35]([F:39])([F:40])[C:36]([OH:38])=[O:37])[N:30]=3)=[CH:27][CH:28]=2)=[O:21])=[O:17])[CH2:12][CH2:11]1, predict the reactants needed to synthesize it. The reactants are: C(OC([NH:8][CH2:9][C@H:10]1[CH2:15][CH2:14][C@H:13]([C:16]([NH:18][C@@H:19]([CH2:43][C:44]2[CH:49]=[CH:48][C:47]([C:50]3[CH:55]=[CH:54][C:53]([C:56](=[O:67])[NH:57][CH:58]4[CH2:63][CH2:62][CH:61]([N:64]([CH3:66])[CH3:65])[CH2:60][CH2:59]4)=[CH:52][C:51]=3[CH3:68])=[CH:46][CH:45]=2)[C:20]([NH:22][C:23]2[CH:28]=[CH:27][C:26]([C:29]3[NH:33][N:32]=[C:31]([C:34]([F:42])([F:41])[C:35]([F:40])([F:39])[C:36]([OH:38])=[O:37])[N:30]=3)=[CH:25][CH:24]=2)=[O:21])=[O:17])[CH2:12][CH2:11]1)=O)(C)(C)C.[ClH:69]. (7) Given the product [CH:4]([CH:18]([C:11]1[C:12]([CH3:17])=[CH:13][C:14]([CH3:16])=[CH:15][C:10]=1[CH3:9])[C:19]#[N:20])=[O:5], predict the reactants needed to synthesize it. The reactants are: C[O-].[Na+].[CH:4](OCC)=[O:5].[CH3:9][C:10]1[CH:15]=[C:14]([CH3:16])[CH:13]=[C:12]([CH3:17])[C:11]=1[CH2:18][C:19]#[N:20].O.